Task: Predict the reactants needed to synthesize the given product.. Dataset: Full USPTO retrosynthesis dataset with 1.9M reactions from patents (1976-2016) Given the product [OH:11][C:12]1[CH:13]=[C:14]([C:18]2[O:9][N:8]=[C:7]([C:2]3[CH:3]=[CH:4][CH:5]=[CH:6][N:1]=3)[CH:19]=2)[CH:15]=[CH:16][CH:17]=1, predict the reactants needed to synthesize it. The reactants are: [N:1]1[CH:6]=[CH:5][CH:4]=[CH:3][C:2]=1[C:7](Cl)=[N:8][OH:9].[OH:11][C:12]1[CH:13]=[C:14]([C:18]#[CH:19])[CH:15]=[CH:16][CH:17]=1.C(N(CC)CC)C.